Dataset: Forward reaction prediction with 1.9M reactions from USPTO patents (1976-2016). Task: Predict the product of the given reaction. (1) Given the reactants [Cl:1][C:2]1[CH:7]=[CH:6][C:5]([C:8]2[N:12]([CH2:13][C@@H:14](O)[C:15]([F:18])([F:17])[F:16])[C:11](=[O:20])[N:10]([CH2:21][C:22]([O:24][CH3:25])=[O:23])[N:9]=2)=[CH:4][CH:3]=1.FC(F)(F)S(OS(C(F)(F)F)(=O)=O)(=O)=O.Cl, predict the reaction product. The product is: [Cl:1][C:2]1[CH:7]=[CH:6][C:5]([C:8]2[N:12](/[CH:13]=[CH:14]/[C:15]([F:18])([F:16])[F:17])[C:11](=[O:20])[N:10]([CH2:21][C:22]([O:24][CH3:25])=[O:23])[N:9]=2)=[CH:4][CH:3]=1. (2) Given the reactants [Si:1]([O:18][C@H:19]1[C:28]2[C:23](=[CH:24][CH:25]=[CH:26][CH:27]=2)[C@H:22]([NH2:29])[CH2:21][CH2:20]1)([C:14]([CH3:17])([CH3:16])[CH3:15])([C:8]1[CH:13]=[CH:12][CH:11]=[CH:10][CH:9]=1)[C:2]1[CH:7]=[CH:6][CH:5]=[CH:4][CH:3]=1.CCN(C(C)C)C(C)C.[C:39]([C:41]1[CH:42]=[CH:43][C:44]2[N:48]=[CH:47][N:46]([C:49]3[N:54]=[C:53](SC#N)[C:52]([N+:58]([O-:60])=[O:59])=[CH:51][N:50]=3)[C:45]=2[CH:61]=1)#[N:40], predict the reaction product. The product is: [Si:1]([O:18][C@H:19]1[C:28]2[C:23](=[CH:24][CH:25]=[CH:26][CH:27]=2)[C@H:22]([NH:29][C:51]2[C:52]([N+:58]([O-:60])=[O:59])=[CH:53][N:54]=[C:49]([N:46]3[C:45]4[CH:61]=[C:41]([C:39]#[N:40])[CH:42]=[CH:43][C:44]=4[N:48]=[CH:47]3)[N:50]=2)[CH2:21][CH2:20]1)([C:14]([CH3:16])([CH3:17])[CH3:15])([C:8]1[CH:9]=[CH:10][CH:11]=[CH:12][CH:13]=1)[C:2]1[CH:7]=[CH:6][CH:5]=[CH:4][CH:3]=1. (3) Given the reactants [C:1]([C:5]1[O:6][CH:7]=[N:8][N:9]=1)([CH3:4])([CH3:3])C.[CH:10]([Mg]Cl)([CH3:12])[CH3:11].[C:15]([O:19][C:20](=[O:28])[NH:21][CH:22]([CH:26]=[O:27])[CH:23]([CH3:25])[CH3:24])([CH3:18])([CH3:17])[CH3:16], predict the reaction product. The product is: [C:15]([O:19][C:20](=[O:28])[NH:21][CH:22]([CH:23]([CH3:24])[CH3:25])[C@H:26]([OH:27])[C:7]1[O:6][C:5]([C:1]2[CH:3]=[CH:12][CH:10]=[CH:11][CH:4]=2)=[N:9][N:8]=1)([CH3:17])([CH3:16])[CH3:18]. (4) Given the reactants [CH3:1][C:2]1[O:3][C:4]2[CH2:5][N:6](C(OCC3C=CC=CC=3)=O)[CH2:7][C:8]([CH3:12])([CH3:11])[C:9]=2[N:10]=1.[H][H], predict the reaction product. The product is: [CH3:1][C:2]1[O:3][C:4]2[CH2:5][NH:6][CH2:7][C:8]([CH3:12])([CH3:11])[C:9]=2[N:10]=1. (5) Given the reactants [N:1]1([CH2:6][C:7]([C:9]2[CH:10]=[C:11]([CH:14]=[CH:15][CH:16]=2)[C:12]#[N:13])=O)[CH:5]=[N:4][CH:3]=[N:2]1.BrBr.Br.BrC(N1C=NC=N1)C(C1C=C(C=CC=1)C#N)=O.[N:37]1[CH:42]=[CH:41][N:40]=[CH:39][C:38]=1[NH:43][C:44]([NH2:46])=[S:45], predict the reaction product. The product is: [N:37]1[CH:42]=[CH:41][N:40]=[CH:39][C:38]=1[NH:43][C:44]1[S:45][C:6]([N:1]2[CH:5]=[N:4][CH:3]=[N:2]2)=[C:7]([C:9]2[CH:10]=[C:11]([CH:14]=[CH:15][CH:16]=2)[C:12]#[N:13])[N:46]=1. (6) Given the reactants [Cl:1][C:2]1[CH:7]=[C:6]([Cl:8])[CH:5]=[CH:4][C:3]=1B(O)O.Cl[C:13]1[N:18]=[C:17]([NH2:19])[N:16]=[C:15]([NH:20][CH3:21])[CH:14]=1, predict the reaction product. The product is: [Cl:1][C:2]1[CH:7]=[C:6]([Cl:8])[CH:5]=[CH:4][C:3]=1[C:13]1[N:18]=[C:17]([NH2:19])[N:16]=[C:15]([NH:20][CH3:21])[CH:14]=1. (7) Given the reactants N1CCNCC1=O.C(O[C:16]1[CH:29]=[C:28](OCC2C=CC=CC=2)[C:27]([C:38]([N:40]2[CH2:48][C:47]3[C:42](=[CH:43][CH:44]=[C:45]([O:49][CH2:50][CH2:51][N:52]4[CH2:57][CH2:56][NH:55][C:54](=[O:58])[CH2:53]4)[CH:46]=3)[CH2:41]2)=[O:39])=[CH:26][C:17]=1[C:18]([N:20]([CH2:22][CH2:23][CH2:24][CH3:25])[CH3:21])=[O:19])C1C=CC=CC=1, predict the reaction product. The product is: [CH2:22]([N:20]([CH3:21])[C:18](=[O:19])[C:17]1[CH:26]=[C:27]([C:38]([N:40]2[CH2:48][C:47]3[C:42](=[CH:43][CH:44]=[C:45]([O:49][CH2:50][CH2:51][N:52]4[CH2:57][CH2:56][NH:55][C:54](=[O:58])[CH2:53]4)[CH:46]=3)[CH2:41]2)=[O:39])[CH:28]=[CH:29][CH:16]=1)[CH2:23][CH2:24][CH3:25].